This data is from Full USPTO retrosynthesis dataset with 1.9M reactions from patents (1976-2016). The task is: Predict the reactants needed to synthesize the given product. (1) Given the product [Cl:10][C:23]1[CH:24]=[N:25][CH:26]=[C:21]([C:18]2[CH:19]=[CH:20][C:15]([O:14][CH3:13])=[CH:16][CH:17]=2)[N:22]=1, predict the reactants needed to synthesize it. The reactants are: C1(C)C=CC=CC=1.O=P(Cl)(Cl)[Cl:10].[CH3:13][O:14][C:15]1[CH:20]=[CH:19][C:18]([C:21]2[CH:26]=[N:25][CH:24]=[CH:23][N+:22]=2[O-])=[CH:17][CH:16]=1. (2) Given the product [F:17][C:13]1[CH:12]=[C:11]([C:8]2[N:7]=[CH:6][C:5]([C:3]([OH:4])=[O:2])=[CH:10][N:9]=2)[CH:16]=[CH:15][CH:14]=1, predict the reactants needed to synthesize it. The reactants are: C[O:2][C:3]([C:5]1[CH:6]=[N:7][C:8]([C:11]2[CH:16]=[CH:15][CH:14]=[C:13]([F:17])[CH:12]=2)=[N:9][CH:10]=1)=[O:4].[Li+].[OH-].